This data is from Forward reaction prediction with 1.9M reactions from USPTO patents (1976-2016). The task is: Predict the product of the given reaction. (1) Given the reactants [C:1]([C:4]1[C:12]2[N:11]=[C:10]([CH:13]3[CH2:18][CH2:17][N:16](C(OC(C)(C)C)=O)[CH2:15][CH2:14]3)[NH:9][C:8]=2[CH:7]=[CH:6][CH:5]=1)(=[O:3])[NH2:2].FC(F)(F)C(O)=O.C(=O)(O)[O-].[Na+], predict the reaction product. The product is: [NH:16]1[CH2:17][CH2:18][CH:13]([C:10]2[NH:9][C:8]3[CH:7]=[CH:6][CH:5]=[C:4]([C:1]([NH2:2])=[O:3])[C:12]=3[N:11]=2)[CH2:14][CH2:15]1. (2) Given the reactants [CH3:1][C@H:2]([O:6][C:7]1[N:15]=[C:14]2[C:10]([N:11]=[C:12]([O:28]C)[N:13]2[CH2:16][CH2:17][CH2:18][CH2:19][CH2:20][NH:21][CH:22]2[CH2:27][CH2:26][O:25][CH2:24][CH2:23]2)=[C:9]([NH2:30])[N:8]=1)[CH2:3][CH2:4][CH3:5].Cl.O1CCOCC1, predict the reaction product. The product is: [NH2:30][C:9]1[N:8]=[C:7]([O:6][C@@H:2]([CH3:1])[CH2:3][CH2:4][CH3:5])[N:15]=[C:14]2[C:10]=1[NH:11][C:12](=[O:28])[N:13]2[CH2:16][CH2:17][CH2:18][CH2:19][CH2:20][NH:21][CH:22]1[CH2:27][CH2:26][O:25][CH2:24][CH2:23]1.